From a dataset of Experimentally validated miRNA-target interactions with 360,000+ pairs, plus equal number of negative samples. Binary Classification. Given a miRNA mature sequence and a target amino acid sequence, predict their likelihood of interaction. (1) The miRNA is hsa-miR-519d-3p with sequence CAAAGUGCCUCCCUUUAGAGUG. The protein sequence of the target gene is MAAASVSAASDSQFSSVLAEPSRSNGNMVRHSSSPYVLYPPDKPFLNSDLRRSPNKPTFAYPESNSRAIFSALKNLQDKIRRLELERIQAEESVKTLSRETIEYKKVLDEQIQERENSKNEESKHNQELASQLVAAENKCNLLEKQLEYMRNMIKHAEMERTSVLEKQVSLERERQHDQTHVQSQLEKLDLLEQEYNKLTAMQALAEKKMQELESKLREEEQERKRMQARAAELQSGLEANRLIFEDKTTSCVSTSTRKIKKKKSKPPEKKGSRTYFGAQPHYRLCLGDMPFVAGTSTSP.... Result: 0 (no interaction). (2) The miRNA is cel-miR-785-3p with sequence UAAGUGAAUUGUUUUGUGUAGA. The protein sequence of the target gene is MAPKRTADGRRRKRGQKTEDNKVARHEESVADDFEDEKQKPRRKSSFPKVSQGKRKRGCSDPGDPTNGAAKKKVAKATAKSKNLKVLKEEALSDGDDFRDSPADCKKAKKHPKSKVVDQGTDEDDSEDDWEEVEELTEPVLDMGENSATSPSDMPVKAVEIEIETPQQAKERERSEKIKMEFETYLRRMMKRFNKEVQENMHKVHLLCLLASGFYRNSICRQPDLLAIGLSIIPIRFTKVPLQDRDAYYLSNLVKWFIGTFTVNADLSASEQDDLQTTLERRIAIYSARDNEELVHIFLL.... Result: 0 (no interaction). (3) The miRNA is hsa-miR-633 with sequence CUAAUAGUAUCUACCACAAUAAA. The protein sequence of the target gene is MAAAAAAAAALGVRLRDCCSRGAVLLLFFSLSPRPPAAAAWLLGLRPEDTAGGRVSLEGGTLRAAEGTSFLLRVYFQPGPPVPAAPVPAPSLAPGENGTGDWAPRLVFIEEPPGAGGAAPSAVPTRPPGPQRCREQSDWASDVEVLGPLRPGGVAGSALVQVRVRELRKGEAERGGAGGGGKLFSLCAWDGRAWHHHGAAGGFLLRVRPRLYGPGGDLLPPAWLRALGALLLLALSALFSGLRLSLLSLDPVELRVLRNSGSAAEQEQARRVQAVRGRGTHLLCTLLLGQAGANAALAGW.... Result: 0 (no interaction). (4) The protein sequence of the target gene is MPKRELWPAGLCSEPVTHIGSCGDMMSTTSTRSGSSDSSYDFLSAEEKECLLFLEKTIGSLEAEADSGLSTDESEPATSPRSFRALPTATQQAPQGKPEATDIQQVPVPKRVAQPSCPPESHSLGLRAGSYSLPRNLHLGRSQNLRESATQANSPVSEASEVFLEEPEKGQTSQGAKAKTIQPPAPSQKGTLDLSTVLIPPPEAFQDIRPKESGEESPPKKPGEQTHTPQVHSLERSPHSQKKVEMSSETVSHKATEKGWTEGLQQPQQPPAQSSQPTKAEELSLPSGVKPSIQQTPLTA.... Result: 0 (no interaction). The miRNA is hsa-miR-4651 with sequence CGGGGUGGGUGAGGUCGGGC. (5) The miRNA is mmu-miR-30b-3p with sequence CUGGGAUGUGGAUGUUUACGUC. The protein sequence of the target gene is MRELEAKATKDVERNLSRDLVQEEEQLMEEKKKKKDDKKKKEAAQKKATEQKIKVPEQIKPSVSQPQPANSDNGTSTATSTNNNAKRATASNQQPPPPQQQQPQQEQQQQQPQALPRYPREVPPRFRHQEHKQLLKRGQHFPVIAANLGSAVKVLNSQSESSAVTNQQPQNNGEVQNSKSQSDINHNTSGSHYENCQRGPVSSTSDCSTSCKNAVNDLLEKEAWPSAPGSDPELAPECIDADSASNSESERNITVMASGNTGGEKDGLRNSTGLGSQSKFVVGSSSNNVGHGSSTGPWGF.... Result: 1 (interaction).